From a dataset of Reaction yield outcomes from USPTO patents with 853,638 reactions. Predict the reaction yield, written as a fraction of the theoretical maximum amount of product (1.0 means a 100% yield; for example, 0.34 means a 34% yield). (1) The reactants are [N+:1]([C:4]1[C:12]([NH:13][C:14]2[CH:15]=[C:16]([CH:19]=[CH:20][CH:21]=2)[C:17]#[N:18])=[CH:11][CH:10]=[C:9]2[C:5]=1[CH2:6][CH2:7][CH2:8]2)([O-])=O.O. The catalyst is O1CCCC1.CO.[C].[Pd]. The product is [NH2:1][C:4]1[C:12]([NH:13][C:14]2[CH:15]=[C:16]([CH:19]=[CH:20][CH:21]=2)[C:17]#[N:18])=[CH:11][CH:10]=[C:9]2[C:5]=1[CH2:6][CH2:7][CH2:8]2. The yield is 1.00. (2) The reactants are [CH3:1]/[C:2](=[CH:6]\[CH2:7][CH3:8])/[C:3](O)=[O:4].C(N(CC)CC)C.C(Cl)(=O)C(C)(C)C.[Cl-].[Li+].[C:25]1([C@H:31]2[C@@H:35]([C:36]3[CH:41]=[CH:40][CH:39]=[CH:38][CH:37]=3)[O:34][C:33](=[O:42])[NH:32]2)[CH:30]=[CH:29][CH:28]=[CH:27][CH:26]=1. The catalyst is C1COCC1. The product is [CH3:1]/[C:2](=[CH:6]\[CH2:7][CH3:8])/[C:3]([N:32]1[C@@H:31]([C:25]2[CH:26]=[CH:27][CH:28]=[CH:29][CH:30]=2)[C@@H:35]([C:36]2[CH:37]=[CH:38][CH:39]=[CH:40][CH:41]=2)[O:34][C:33]1=[O:42])=[O:4]. The yield is 0.830. (3) The catalyst is CN(C=O)C.Cl.C(OCC)(=O)C. The yield is 0.720. The reactants are [Cl:1][C:2]1[CH:3]=[C:4]([C:11]([OH:13])=O)[CH:5]=[C:6]([CH:10]=1)[C:7]([OH:9])=O.Cl.C(N=C=N[CH2:20][CH2:21][CH2:22][N:23](C)C)C.[CH:26]1C=CC2N(O)N=NC=2C=1.O.[CH2:37]([NH2:41])[CH:38]([CH3:40])[CH3:39]. The product is [Cl:1][C:2]1[CH:10]=[C:6]([C:7]([NH:23][CH2:22][CH:21]([CH3:20])[CH3:26])=[O:9])[CH:5]=[C:4]([CH:3]=1)[C:11]([NH:41][CH2:37][CH:38]([CH3:40])[CH3:39])=[O:13].